This data is from Reaction yield outcomes from USPTO patents with 853,638 reactions. The task is: Predict the reaction yield, written as a fraction of the theoretical maximum amount of product (1.0 means a 100% yield; for example, 0.34 means a 34% yield). (1) The reactants are [NH2:1][C:2]1[CH:6]=[CH:5][N:4]([C:7]2[CH:12]=[CH:11][C:10]([Br:13])=[CH:9][CH:8]=2)[C:3]=1[C:14]([O:16][CH2:17][CH3:18])=[O:15].[C:19]([CH2:21][C:22](O)=[O:23])#[N:20].C(N(CC)CC)C.C1CCC(N=C=NC2CCCCC2)CC1. The catalyst is C(#N)C. The product is [Br:13][C:10]1[CH:9]=[CH:8][C:7]([N:4]2[CH:5]=[CH:6][C:2]([NH:1][C:22](=[O:23])[CH2:21][C:19]#[N:20])=[C:3]2[C:14]([O:16][CH2:17][CH3:18])=[O:15])=[CH:12][CH:11]=1. The yield is 0.760. (2) The reactants are [Cl:1][C:2]1[CH:3]=[CH:4][C:5]2[C:11](=[O:12])[C:10]3[CH:13]=[CH:14][CH:15]=[C:16]([O:17]C)[C:9]=3[CH2:8][CH2:7][C:6]=2[CH:19]=1.Br. The catalyst is C(O)(=O)C. The product is [Cl:1][C:2]1[CH:3]=[CH:4][C:5]2[C:11](=[O:12])[C:10]3[CH:13]=[CH:14][CH:15]=[C:16]([OH:17])[C:9]=3[CH2:8][CH2:7][C:6]=2[CH:19]=1. The yield is 0.950. (3) The reactants are [CH3:1][NH:2][CH2:3][CH2:4][N:5]1[CH2:10][CH2:9][O:8][CH2:7][CH2:6]1.C(N(CC)CC)C.Cl[C:19]([C:21]1[CH:22]=[C:23]([CH:28]=[CH:29][CH:30]=1)[C:24]([O:26][CH3:27])=[O:25])=[O:20]. The catalyst is ClCCl. The product is [CH3:1][N:2]([CH2:3][CH2:4][N:5]1[CH2:10][CH2:9][O:8][CH2:7][CH2:6]1)[C:19]([C:21]1[CH:22]=[C:23]([CH:28]=[CH:29][CH:30]=1)[C:24]([O:26][CH3:27])=[O:25])=[O:20]. The yield is 0.990. (4) The reactants are C(OC([N:8]1[C:16]2[C:11](=[CH:12][C:13]([C:17]([C:19]3([CH2:31][CH2:32][CH3:33])[CH2:23][CH2:22][CH2:21][N:20]3C(OC(C)(C)C)=O)=[O:18])=[CH:14][CH:15]=2)[CH:10]=[CH:9]1)=O)(C)(C)C.C(O)(C(F)(F)F)=O. The catalyst is C(Cl)Cl. The product is [NH:8]1[C:16]2[C:11](=[CH:12][C:13]([C:17]([C:19]3([CH2:31][CH2:32][CH3:33])[CH2:23][CH2:22][CH2:21][NH:20]3)=[O:18])=[CH:14][CH:15]=2)[CH:10]=[CH:9]1. The yield is 0.720. (5) The reactants are [Cl:1][C:2]1[N:11]=[C:10](Cl)[C:9]2[C:4](=[CH:5][CH:6]=[CH:7][CH:8]=2)[N:3]=1.[CH3:13][C:14]1[NH:18][N:17]=[C:16]([NH2:19])[CH:15]=1. The catalyst is C(O)C. The product is [Cl:1][C:2]1[N:11]=[C:10]([NH:19][C:16]2[CH:15]=[C:14]([CH3:13])[NH:18][N:17]=2)[C:9]2[C:4](=[CH:5][CH:6]=[CH:7][CH:8]=2)[N:3]=1. The yield is 0.930.